Task: Predict the product of the given reaction.. Dataset: Forward reaction prediction with 1.9M reactions from USPTO patents (1976-2016) (1) Given the reactants [CH3:1][O:2][C:3]1[CH:16]=[CH:15][C:6]([CH2:7][NH:8][C:9]2[CH:14]=[CH:13][N:12]=[CH:11][N:10]=2)=[CH:5][CH:4]=1.C[Si]([N-][Si](C)(C)C)(C)C.[Li+].[Cl:27][C:28]1[CH:33]=[CH:32][C:31]([C:34]2[C:43]3[C:38](=[CH:39][C:40]([S:44](OC4C(F)=C(F)C(F)=C(F)C=4F)(=[O:46])=[O:45])=[CH:41][CH:42]=3)[CH:37]=[N:36][N:35]=2)=[C:30]([O:59][CH3:60])[CH:29]=1, predict the reaction product. The product is: [Cl:27][C:28]1[CH:33]=[CH:32][C:31]([C:34]2[C:43]3[C:38](=[CH:39][C:40]([S:44]([N:8]([CH2:7][C:6]4[CH:5]=[CH:4][C:3]([O:2][CH3:1])=[CH:16][CH:15]=4)[C:9]4[CH:14]=[CH:13][N:12]=[CH:11][N:10]=4)(=[O:45])=[O:46])=[CH:41][CH:42]=3)[CH:37]=[N:36][N:35]=2)=[C:30]([O:59][CH3:60])[CH:29]=1. (2) Given the reactants [C:1]1([N:7]=[C:8]=[O:9])[CH:6]=[CH:5][CH:4]=[CH:3][CH:2]=1.[CH2:10]([O:12][CH2:13][C:14]1[N:15]([CH2:27][C:28]2([OH:34])[CH2:33][CH2:32][NH:31][CH2:30][CH2:29]2)[C:16]2[C:25]3[CH:24]=[CH:23][CH:22]=[CH:21][C:20]=3[N:19]=[CH:18][C:17]=2[N:26]=1)[CH3:11], predict the reaction product. The product is: [CH2:10]([O:12][CH2:13][C:14]1[N:15]([CH2:27][C:28]2([OH:34])[CH2:33][CH2:32][N:31]([C:8]([NH:7][C:1]3[CH:6]=[CH:5][CH:4]=[CH:3][CH:2]=3)=[O:9])[CH2:30][CH2:29]2)[C:16]2[C:25]3[CH:24]=[CH:23][CH:22]=[CH:21][C:20]=3[N:19]=[CH:18][C:17]=2[N:26]=1)[CH3:11].